Predict the product of the given reaction. From a dataset of Forward reaction prediction with 1.9M reactions from USPTO patents (1976-2016). The product is: [CH3:9][C:7]([NH:10][C:11]([C:13]1[CH:21]=[CH:20][C:16]2[S:17][CH:18]=[CH:19][C:15]=2[C:14]=1[O:22][CH2:25][C:26]1[CH:31]=[CH:30][C:29]([C:32]([F:34])([F:33])[F:35])=[CH:28][N:27]=1)=[O:12])([CH3:8])[C:6]([OH:5])=[O:23]. Given the reactants C([O:5][C:6](=[O:23])[C:7]([NH:10][C:11]([C:13]1[CH:21]=[CH:20][C:16]2[S:17][CH:18]=[CH:19][C:15]=2[C:14]=1[OH:22])=[O:12])([CH3:9])[CH3:8])(C)(C)C.Br[CH2:25][C:26]1[CH:31]=[CH:30][C:29]([C:32]([F:35])([F:34])[F:33])=[CH:28][N:27]=1, predict the reaction product.